This data is from Peptide-MHC class II binding affinity with 134,281 pairs from IEDB. The task is: Regression. Given a peptide amino acid sequence and an MHC pseudo amino acid sequence, predict their binding affinity value. This is MHC class II binding data. (1) The peptide sequence is PTPKIIEECEHLEDG. The MHC is DRB4_0103 with pseudo-sequence DRB4_0103. The binding affinity (normalized) is 0.164. (2) The peptide sequence is KPPFSGMTGCGNTPI. The MHC is DRB1_1201 with pseudo-sequence DRB1_1201. The binding affinity (normalized) is 0.204. (3) The peptide sequence is RVVHLYRNGKDQDGD. The MHC is DRB1_0901 with pseudo-sequence DRB1_0901. The binding affinity (normalized) is 0. (4) The peptide sequence is HFFIGDFFVDHYYSE. The MHC is HLA-DQA10301-DQB10301 with pseudo-sequence HLA-DQA10301-DQB10301. The binding affinity (normalized) is 0.146. (5) The peptide sequence is MAGAGPAPMLAAAAG. The MHC is DRB1_0802 with pseudo-sequence DRB1_0802. The binding affinity (normalized) is 0.230.